This data is from Catalyst prediction with 721,799 reactions and 888 catalyst types from USPTO. The task is: Predict which catalyst facilitates the given reaction. (1) Reactant: [CH2:1]([N:8]1[CH:12]=[C:11]([C@@H:13]2[N:18]([C:19]([O:21][C:22]([CH3:25])([CH3:24])[CH3:23])=[O:20])[CH2:17][CH2:16][N:15]3[C:26](=[O:29])[CH2:27][CH2:28][C@@H:14]23)[C:10]([CH3:30])=[N:9]1)[C:2]1[CH:7]=[CH:6][CH:5]=[CH:4][CH:3]=1.[Li+].C[Si]([N-][Si](C)(C)C)(C)C.CN1C(=O)N(C)[CH2:45][CH2:44][CH2:43]1.[CH2:50](Br)[CH:51]=[CH2:52]. Product: [C:22]([O:21][C:19]([N:18]1[CH2:17][CH2:16][N:15]2[C:26](=[O:29])[C:27]([CH2:52][CH:51]=[CH2:50])([CH2:43][CH:44]=[CH2:45])[CH2:28][C@H:14]2[C@@H:13]1[C:11]1[C:10]([CH3:30])=[N:9][N:8]([CH2:1][C:2]2[CH:7]=[CH:6][CH:5]=[CH:4][CH:3]=2)[CH:12]=1)=[O:20])([CH3:25])([CH3:24])[CH3:23]. The catalyst class is: 1. (2) Reactant: [Cl:1][C:2]1[C:7]([N:8]2[CH2:13][CH2:12][N:11]([C:14]3[CH:19]=[CH:18][C:17]([F:20])=[CH:16][CH:15]=3)[CH2:10][CH2:9]2)=[CH:6][N:5]=[N:4][C:3]=1[NH:21][NH:22][C:23](=O)[CH2:24][CH:25]1[CH2:27][CH2:26]1.P(Cl)(Cl)(Cl)=O. Product: [Cl:1][C:2]1[C:3]2[N:4]([C:23]([CH2:24][CH:25]3[CH2:27][CH2:26]3)=[N:22][N:21]=2)[N:5]=[CH:6][C:7]=1[N:8]1[CH2:13][CH2:12][N:11]([C:14]2[CH:19]=[CH:18][C:17]([F:20])=[CH:16][CH:15]=2)[CH2:10][CH2:9]1. The catalyst class is: 10. (3) Reactant: [NH2:1][C:2]1[C:7]2=[C:8]([C:23]3[CH:24]=[CH:25][C:26]4[C:30]([CH:31]=3)=[N:29][N:28]([CH2:32][C:33]3[CH:38]=[CH:37][CH:36]=[CH:35][CH:34]=3)[CH:27]=4)[CH:9]=[C:10]([CH2:11][CH2:12][CH2:13][NH:14][CH2:15][CH:16]3[CH2:19][N:18](C(O)=O)[CH2:17]3)[N:6]2[N:5]=[CH:4][N:3]=1.FC(F)(F)C(O)=O. Product: [NH:18]1[CH2:19][CH:16]([CH2:15][NH:14][CH2:13][CH2:12][CH2:11][C:10]2[N:6]3[C:7]([C:2]([NH2:1])=[N:3][CH:4]=[N:5]3)=[C:8]([C:23]3[CH:24]=[CH:25][C:26]4[C:30]([CH:31]=3)=[N:29][N:28]([CH2:32][C:33]3[CH:38]=[CH:37][CH:36]=[CH:35][CH:34]=3)[CH:27]=4)[CH:9]=2)[CH2:17]1. The catalyst class is: 2. (4) Reactant: [C:1]([O:5][C:6](=[O:43])[N:7]([CH3:42])[C@H:8]([C:10](=[O:41])[NH:11][C@@H:12]1[C:18](=[O:19])[N:17]([CH2:20][C:21]2[C:30]3[C:25](=[CH:26][CH:27]=[CH:28][CH:29]=3)[CH:24]=[CH:23][C:22]=2[CH3:31])[C:16]2[CH:32]=[CH:33][CH:34]=[CH:35][C:15]=2[N:14]([S:36](=[O:40])(=[O:39])[NH:37][CH3:38])[CH2:13]1)[CH3:9])([CH3:4])([CH3:3])[CH3:2].[C:44]([O-])([O-])=O.[Cs+].[Cs+].CI. Product: [C:1]([O:5][C:6](=[O:43])[N:7]([C@H:8]([C:10](=[O:41])[NH:11][C@@H:12]1[C:18](=[O:19])[N:17]([CH2:20][C:21]2[C:30]3[C:25](=[CH:26][CH:27]=[CH:28][CH:29]=3)[CH:24]=[CH:23][C:22]=2[CH3:31])[C:16]2[CH:32]=[CH:33][CH:34]=[CH:35][C:15]=2[N:14]([S:36](=[O:39])(=[O:40])[N:37]([CH3:44])[CH3:38])[CH2:13]1)[CH3:9])[CH3:42])([CH3:4])([CH3:2])[CH3:3]. The catalyst class is: 18.